This data is from Reaction yield outcomes from USPTO patents with 853,638 reactions. The task is: Predict the reaction yield, written as a fraction of the theoretical maximum amount of product (1.0 means a 100% yield; for example, 0.34 means a 34% yield). The reactants are [NH:1]1[C:9]2[C:4](=[CH:5][CH:6]=[CH:7][CH:8]=2)[C:3]([C:10]([O:12][CH3:13])=[O:11])=[N:2]1.[Br:14][C:15]1[CH:16]=[C:17](B(O)O)[CH:18]=[CH:19][CH:20]=1. No catalyst specified. The product is [Br:14][C:15]1[CH:20]=[C:19]([N:1]2[C:9]3[C:4](=[CH:5][CH:6]=[CH:7][CH:8]=3)[C:3]([C:10]([O:12][CH3:13])=[O:11])=[N:2]2)[CH:18]=[CH:17][CH:16]=1. The yield is 0.430.